Dataset: Reaction yield outcomes from USPTO patents with 853,638 reactions. Task: Predict the reaction yield, written as a fraction of the theoretical maximum amount of product (1.0 means a 100% yield; for example, 0.34 means a 34% yield). (1) The product is [CH2:10]([Br:13])/[CH:9]=[C:7](/[CH2:6][CH2:5][CH:4]=[C:2]([CH3:3])[CH3:1])\[CH3:8]. The reactants are [CH3:1][C:2](=[CH:4][CH2:5][CH2:6]/[C:7](=[CH:9]/[CH2:10]O)/[CH3:8])[CH3:3].P(Br)(Br)[Br:13]. The yield is 0.960. The catalyst is C1COCC1. (2) The reactants are [C:1]([C:3]1[CH:4]=[C:5]([C:13]2[S:17][C:16]([C:18]3[CH:27]=[CH:26][CH:25]=[C:24]4[C:19]=3[CH2:20][CH2:21][CH2:22][C@H:23]4[NH:28][S:29]([CH2:32][C:33]([OH:35])=O)(=[O:31])=[O:30])=[N:15][N:14]=2)[CH:6]=[CH:7][C:8]=1[O:9][CH:10]([CH3:12])[CH3:11])#[N:2].C1C=CC2N(O)N=NC=2C=1.C(Cl)CCl.[CH3:50][NH:51][CH3:52]. The catalyst is CN(C=O)C.C([O-])(O)=O.[Na+]. The product is [C:1]([C:3]1[CH:4]=[C:5]([C:13]2[S:17][C:16]([C:18]3[CH:27]=[CH:26][CH:25]=[C:24]4[C:19]=3[CH2:20][CH2:21][CH2:22][C@H:23]4[NH:28][S:29]([CH2:32][C:33]([N:51]([CH3:52])[CH3:50])=[O:35])(=[O:31])=[O:30])=[N:15][N:14]=2)[CH:6]=[CH:7][C:8]=1[O:9][CH:10]([CH3:11])[CH3:12])#[N:2]. The yield is 0.270. (3) The reactants are [CH2:1]([O:8][C:9](=[O:22])[NH:10][C@H:11]1[C:20]2[C:15](=[CH:16][CH:17]=[CH:18][CH:19]=2)[NH:14][C@@H:13]([CH3:21])[CH2:12]1)[C:2]1[CH:7]=[CH:6][CH:5]=[CH:4][CH:3]=1.C(N(C(C)C)CC)(C)C.[CH3:32][N:33]([CH3:43])[C:34]1[CH:42]=[CH:41][C:37]([C:38](Cl)=[O:39])=[CH:36][CH:35]=1.O. The catalyst is C(Cl)Cl. The product is [CH2:1]([O:8][C:9](=[O:22])[NH:10][C@H:11]1[C:20]2[C:15](=[CH:16][CH:17]=[CH:18][CH:19]=2)[N:14]([C:38](=[O:39])[C:37]2[CH:36]=[CH:35][C:34]([N:33]([CH3:32])[CH3:43])=[CH:42][CH:41]=2)[C@@H:13]([CH3:21])[CH2:12]1)[C:2]1[CH:7]=[CH:6][CH:5]=[CH:4][CH:3]=1. The yield is 0.890. (4) The reactants are [Br:1][C:2]1[CH:7]=[CH:6][C:5]([CH:8]=[CH2:9])=[C:4]([CH3:10])[CH:3]=1.C1C[O:14]CC1.[OH-].[Na+].OO.Cl. The catalyst is B1C2CCCC1CCC2. The product is [Br:1][C:2]1[CH:7]=[CH:6][C:5]([CH2:8][CH2:9][OH:14])=[C:4]([CH3:10])[CH:3]=1. The yield is 0.640. (5) The reactants are [NH2:1][C@@H:2]([CH2:33][C:34]1[CH:39]=[CH:38][CH:37]=[CH:36][CH:35]=1)[CH2:3][C@H:4]([OH:32])[C@@H:5]([NH:19][C:20]([C@@H:22]([NH:27][C:28](=[O:31])[O:29][CH3:30])[C:23]([CH3:26])([CH3:25])[CH3:24])=[O:21])[CH2:6][C:7]1[CH:12]=[CH:11][C:10]([C:13]2[CH:18]=[CH:17][CH:16]=[CH:15][N:14]=2)=[CH:9][CH:8]=1.[CH3:40][C:41]([CH3:64])([CH3:63])[C@H:42]([N:46]1[CH2:50][CH2:49][N:48]([CH2:51][C:52]2[N:56]([CH3:57])[C:55]3[CH:58]=[CH:59][CH:60]=[CH:61][C:54]=3[N:53]=2)[C:47]1=[O:62])[C:43](O)=[O:44].CCOP(ON1N=NC2C=CC=CC=2C1=O)(OCC)=O.C(N(CC)C(C)C)(C)C. The catalyst is C1COCC1. The product is [CH3:40][C:41]([CH3:64])([CH3:63])[C@H:42]([N:46]1[CH2:50][CH2:49][N:48]([CH2:51][C:52]2[N:56]([CH3:57])[C:55]3[CH:58]=[CH:59][CH:60]=[CH:61][C:54]=3[N:53]=2)[C:47]1=[O:62])[C:43]([NH:1][C@@H:2]([CH2:33][C:34]1[CH:35]=[CH:36][CH:37]=[CH:38][CH:39]=1)[CH2:3][C@H:4]([OH:32])[C@@H:5]([NH:19][C:20]([C@@H:22]([NH:27][C:28](=[O:31])[O:29][CH3:30])[C:23]([CH3:25])([CH3:26])[CH3:24])=[O:21])[CH2:6][C:7]1[CH:12]=[CH:11][C:10]([C:13]2[CH:18]=[CH:17][CH:16]=[CH:15][N:14]=2)=[CH:9][CH:8]=1)=[O:44]. The yield is 0.510. (6) The reactants are [C:1]1([C:7]2[O:11][N:10]=[C:9]([NH2:12])[CH:8]=2)[CH:6]=[CH:5][CH:4]=[CH:3][CH:2]=1.Br[C:14]1[C:15](=[O:22])[N:16]([CH3:21])[CH:17]=[C:18]([Br:20])[CH:19]=1.CC1(C)C2C(=C(P(C3C=CC=CC=3)C3C=CC=CC=3)C=CC=2)OC2C(P(C3C=CC=CC=3)C3C=CC=CC=3)=CC=CC1=2.C(=O)([O-])[O-].[Cs+].[Cs+]. The catalyst is C1C=CC(/C=C/C(/C=C/C2C=CC=CC=2)=O)=CC=1.C1C=CC(/C=C/C(/C=C/C2C=CC=CC=2)=O)=CC=1.C1C=CC(/C=C/C(/C=C/C2C=CC=CC=2)=O)=CC=1.[Pd].[Pd].O1CCOCC1. The product is [Br:20][C:18]1[CH:19]=[C:14]([NH:12][C:9]2[CH:8]=[C:7]([C:1]3[CH:2]=[CH:3][CH:4]=[CH:5][CH:6]=3)[O:11][N:10]=2)[C:15](=[O:22])[N:16]([CH3:21])[CH:17]=1. The yield is 0.870.